From a dataset of Forward reaction prediction with 1.9M reactions from USPTO patents (1976-2016). Predict the product of the given reaction. (1) Given the reactants [Cl:1][CH2:2][C:3](=[O:7])[C:4](O)=[O:5].[C:8]([C:12]1[O:16][N:15]=[C:14]([NH2:17])[CH:13]=1)([CH3:11])([CH3:10])[CH3:9].[CH2:18]=O.Cl, predict the reaction product. The product is: [C:8]([C:12]1[O:16][N:15]=[C:14]([N:17]2[C:4](=[O:5])[C:3]([OH:7])=[C:2]([Cl:1])[CH2:18]2)[CH:13]=1)([CH3:11])([CH3:10])[CH3:9]. (2) Given the reactants [CH3:1][C:2]1[CH:3]=[C:4]2[C:9](=[CH:10][CH:11]=1)[O:8][C:7](=[O:12])[CH:6]=[C:5]2[NH:13][CH:14]1[CH2:19][CH2:18][NH:17][CH2:16][CH2:15]1.[OH:20][C:21]1[CH:22]=[C:23]([CH:26]=[CH:27][CH:28]=1)[CH:24]=O, predict the reaction product. The product is: [OH:20][C:21]1[CH:22]=[C:23]([CH:26]=[CH:27][CH:28]=1)[CH2:24][N:17]1[CH2:18][CH2:19][CH:14]([NH:13][C:5]2[C:4]3[C:9](=[CH:10][CH:11]=[C:2]([CH3:1])[CH:3]=3)[O:8][C:7](=[O:12])[CH:6]=2)[CH2:15][CH2:16]1. (3) Given the reactants [NH2:1][C:2]1[CH:7]=[CH:6][N:5]=[CH:4][C:3]=1[C:8]([O:10][CH3:11])=[O:9].[Cl:12][C:13]1[S:17][C:16]([C:18](Cl)=[O:19])=[CH:15][CH:14]=1, predict the reaction product. The product is: [Cl:12][C:13]1[S:17][C:16]([C:18]([NH:1][C:2]2[CH:7]=[CH:6][N:5]=[CH:4][C:3]=2[C:8]([O:10][CH3:11])=[O:9])=[O:19])=[CH:15][CH:14]=1. (4) Given the reactants Br[C:2]1[CH:23]=[CH:22][C:5]([C:6]([NH:8][S:9]([C:12]2[CH:17]=[CH:16][CH:15]=[CH:14][C:13]=2[S:18](=[O:21])(=[O:20])[NH2:19])(=[O:11])=[O:10])=[O:7])=[CH:4][C:3]=1[F:24].[CH3:25][C:26]([CH3:39])([CH3:38])[C:27]#[C:28]B(OC(C)C)OC(C)C.C(=O)([O-])[O-].[Na+].[Na+], predict the reaction product. The product is: [CH3:25][C:26]([CH3:39])([CH3:38])[C:27]#[C:28][C:2]1[CH:23]=[CH:22][C:5]([C:6]([NH:8][S:9]([C:12]2[CH:17]=[CH:16][CH:15]=[CH:14][C:13]=2[S:18](=[O:21])(=[O:20])[NH2:19])(=[O:11])=[O:10])=[O:7])=[CH:4][C:3]=1[F:24]. (5) Given the reactants O1CCCCC1[O:7][CH2:8][CH2:9][N:10]1[CH:14]=[C:13]([C:15]2[N:20]=[C:19]3[N:21]([CH:24]([C:26]4[CH:27]=[C:28]5[C:33](=[CH:34][CH:35]=4)[N:32]=[CH:31][CH:30]=[CH:29]5)[CH3:25])[N:22]=[N:23][C:18]3=[CH:17][CH:16]=2)[CH:12]=[N:11]1.C12(CS(O)(=O)=O)C(C)(C)C(CC1)CC2=O.CO, predict the reaction product. The product is: [N:32]1[C:33]2[C:28](=[CH:27][C:26]([CH:24]([N:21]3[C:19]4=[N:20][C:15]([C:13]5[CH:12]=[N:11][N:10]([CH2:9][CH2:8][OH:7])[CH:14]=5)=[CH:16][CH:17]=[C:18]4[N:23]=[N:22]3)[CH3:25])=[CH:35][CH:34]=2)[CH:29]=[CH:30][CH:31]=1. (6) Given the reactants C([O:5][C:6](=[O:36])[CH2:7][N:8]1[C:16]2[C:11](=[CH:12][CH:13]=[C:14]([O:17][CH2:18][C:19]3[CH:20]=[N:21][C:22]([C:25]4[CH:30]=[CH:29][C:28]([O:31][C:32]([F:35])([F:34])[F:33])=[CH:27][CH:26]=4)=[CH:23][CH:24]=3)[CH:15]=2)[CH:10]=[CH:9]1)(C)(C)C.[Li+].[OH-], predict the reaction product. The product is: [F:35][C:32]([F:33])([F:34])[O:31][C:28]1[CH:29]=[CH:30][C:25]([C:22]2[N:21]=[CH:20][C:19]([CH2:18][O:17][C:14]3[CH:15]=[C:16]4[C:11]([CH:10]=[CH:9][N:8]4[CH2:7][C:6]([OH:36])=[O:5])=[CH:12][CH:13]=3)=[CH:24][CH:23]=2)=[CH:26][CH:27]=1.